This data is from Full USPTO retrosynthesis dataset with 1.9M reactions from patents (1976-2016). The task is: Predict the reactants needed to synthesize the given product. (1) Given the product [C:1]([C:3]1[CH:8]=[CH:7][C:6]([N:9]2[C@@H:13]3[CH2:14][CH2:15][CH2:16][CH2:17][C@H:12]3[N:11]([C:18]3[CH:26]=[CH:25][C:21]([C:22]([NH:33][CH2:34][CH2:35][OH:36])=[O:24])=[C:20]([F:27])[CH:19]=3)[C:10]2=[O:28])=[CH:5][C:4]=1[C:29]([F:30])([F:31])[F:32])#[N:2], predict the reactants needed to synthesize it. The reactants are: [C:1]([C:3]1[CH:8]=[CH:7][C:6]([N:9]2[C@@H:13]3[CH2:14][CH2:15][CH2:16][CH2:17][C@H:12]3[N:11]([C:18]3[CH:26]=[CH:25][C:21]([C:22]([OH:24])=O)=[C:20]([F:27])[CH:19]=3)[C:10]2=[O:28])=[CH:5][C:4]=1[C:29]([F:32])([F:31])[F:30])#[N:2].[NH2:33][CH2:34][CH2:35][OH:36]. (2) Given the product [C:1]1([NH:7][C:8]([N:10]2[CH2:15][CH2:14][N:13]([CH2:16][C:17]3[CH:24]=[CH:23][C:20]([CH3:21])=[CH:19][CH:18]=3)[CH2:12][CH2:11]2)=[O:9])[CH:6]=[CH:5][CH:4]=[CH:3][CH:2]=1, predict the reactants needed to synthesize it. The reactants are: [C:1]1([NH:7][C:8]([N:10]2[CH2:15][CH2:14][NH:13][CH2:12][CH2:11]2)=[O:9])[CH:6]=[CH:5][CH:4]=[CH:3][CH:2]=1.[CH3:16][C:17]1[CH:24]=[CH:23][C:20]([CH:21]=O)=[CH:19][CH:18]=1. (3) Given the product [N:14]12[CH2:15][CH:16]([CH2:17][CH2:18][CH2:19]1)[C:20](=[O:22])[CH2:12][CH2:13]2, predict the reactants needed to synthesize it. The reactants are: C(O[K])(C)(C)C.C(OC([CH2:12][CH2:13][N:14]1[CH2:19][CH2:18][CH2:17][CH:16]([C:20]([O:22]CC)=O)[CH2:15]1)=O)C. (4) Given the product [CH3:6][O:7][C:8](=[O:46])[CH:9]([NH2:38])[CH2:10][S:11][CH2:12][C:13]1[CH:18]=[CH:17][C:16]([C:19]2[CH:20]=[CH:21][C:22]([C:25]3[C:30]4[O:31][C:32]5[CH:37]=[CH:36][CH:35]=[CH:34][C:33]=5[C:29]=4[CH:28]=[CH:27][CH:26]=3)=[CH:23][CH:24]=2)=[CH:15][CH:14]=1, predict the reactants needed to synthesize it. The reactants are: [Si](I)(C)(C)C.[CH3:6][O:7][C:8](=[O:46])[CH:9]([NH:38]C(OC(C)(C)C)=O)[CH2:10][S:11][CH2:12][C:13]1[CH:18]=[CH:17][C:16]([C:19]2[CH:24]=[CH:23][C:22]([C:25]3[C:30]4[O:31][C:32]5[CH:37]=[CH:36][CH:35]=[CH:34][C:33]=5[C:29]=4[CH:28]=[CH:27][CH:26]=3)=[CH:21][CH:20]=2)=[CH:15][CH:14]=1.C(Cl)Cl.C(=O)(O)[O-].[Na+]. (5) The reactants are: C([O:3][C:4]([C:6]1[CH:7]=[C:8]([CH:19]=[CH:20][CH:21]=1)[O:9][C:10]1[CH:15]=[CH:14][C:13]([N+:16]([O-:18])=[O:17])=[CH:12][CH:11]=1)=[O:5])C.O[Li].O. Given the product [C:4]([C:6]1[CH:7]=[C:8]([CH:19]=[CH:20][CH:21]=1)[O:9][C:10]1[CH:11]=[CH:12][C:13]([N+:16]([O-:18])=[O:17])=[CH:14][CH:15]=1)([OH:5])=[O:3], predict the reactants needed to synthesize it. (6) Given the product [O:16]=[C:3]1[NH:2][N:1]=[C:6]2[C:7]3[CH:15]=[CH:14][CH:13]=[CH:12][C:8]=3[CH2:9][CH2:10][CH2:11][C:5]2=[CH:4]1, predict the reactants needed to synthesize it. The reactants are: [N:1]1[NH:2][C:3](=[O:16])[CH2:4][CH:5]2[CH2:11][CH2:10][CH2:9][C:8]3[CH:12]=[CH:13][CH:14]=[CH:15][C:7]=3[C:6]=12.